This data is from Peptide-MHC class I binding affinity with 185,985 pairs from IEDB/IMGT. The task is: Regression. Given a peptide amino acid sequence and an MHC pseudo amino acid sequence, predict their binding affinity value. This is MHC class I binding data. (1) The peptide sequence is TEAILQLG. The MHC is H-2-Kb with pseudo-sequence H-2-Kb. The binding affinity (normalized) is 0.273. (2) The peptide sequence is SCINGQCPY. The MHC is HLA-A02:12 with pseudo-sequence HLA-A02:12. The binding affinity (normalized) is 0.0847. (3) The peptide sequence is IAQLNRPAM. The MHC is HLA-A69:01 with pseudo-sequence HLA-A69:01. The binding affinity (normalized) is 0.0847. (4) The peptide sequence is AQYIGLVES. The MHC is HLA-A02:03 with pseudo-sequence HLA-A02:03. The binding affinity (normalized) is 0.297. (5) The peptide sequence is TEHSWNADL. The MHC is HLA-B45:01 with pseudo-sequence HLA-B45:01. The binding affinity (normalized) is 0.464. (6) The peptide sequence is RTSKASLER. The MHC is HLA-A31:01 with pseudo-sequence HLA-A31:01. The binding affinity (normalized) is 0.178. (7) The peptide sequence is GIRPSSSQI. The MHC is HLA-B15:01 with pseudo-sequence HLA-B15:01. The binding affinity (normalized) is 0. (8) The peptide sequence is VYMPASWVM. The MHC is HLA-A24:02 with pseudo-sequence HLA-A24:02. The binding affinity (normalized) is 0.128. (9) The peptide sequence is DTSEKYSKGY. The MHC is HLA-A31:01 with pseudo-sequence HLA-A31:01. The binding affinity (normalized) is 0.